From a dataset of Catalyst prediction with 721,799 reactions and 888 catalyst types from USPTO. Predict which catalyst facilitates the given reaction. (1) Reactant: [CH2:1]([N:3](CC)CC)C.[CH3:8][O:9][C:10]1[CH:15]=[CH:14][N+:13]([O-])=[CH:12][CH:11]=1.C[Si](C#N)(C)C. Product: [CH3:8][O:9][C:10]1[CH:15]=[CH:14][N:13]=[C:12]([C:1]#[N:3])[CH:11]=1. The catalyst class is: 10. (2) Reactant: Br[C:2]1[N:7]=[C:6]([C:8]([OH:10])=[O:9])[CH:5]=[CH:4][C:3]=1[F:11].[C:12]1(B(O)O)[CH2:17][CH2:16][CH2:15][CH2:14][CH:13]=1. Product: [C:12]1([C:2]2[N:7]=[C:6]([C:8]([OH:10])=[O:9])[CH:5]=[CH:4][C:3]=2[F:11])[CH2:17][CH2:16][CH2:15][CH2:14][CH:13]=1. The catalyst class is: 462. (3) Reactant: [CH3:1][O:2][C:3](=[O:21])[CH:4]([CH2:8][C:9]([C:11]1[CH:16]=[C:15]([O:17][CH3:18])[CH:14]=[CH:13][C:12]=1[O:19][CH3:20])=O)[C:5](=O)[CH3:6].[CH:22]1([CH2:28][NH2:29])[CH2:27][CH2:26][CH2:25][CH2:24][CH2:23]1.C1(C)C=CC(S(O)(=O)=O)=CC=1. Product: [CH3:1][O:2][C:3]([C:4]1[CH:8]=[C:9]([C:11]2[CH:16]=[C:15]([O:17][CH3:18])[CH:14]=[CH:13][C:12]=2[O:19][CH3:20])[N:29]([CH2:28][CH:22]2[CH2:27][CH2:26][CH2:25][CH2:24][CH2:23]2)[C:5]=1[CH3:6])=[O:21]. The catalyst class is: 5. (4) Reactant: Cl[SiH:2]1[N:6]([C:7]([CH3:14])([CH3:13])[CH2:8][C:9]([CH3:12])([CH3:11])[CH3:10])[CH:5]=[CH:4][N:3]1[C:15]([CH3:22])([CH3:21])[CH2:16][C:17]([CH3:20])([CH3:19])[CH3:18].[O-:23][C:24]#[N:25].[Na+]. Product: [N:25]([SiH:2]1[N:6]([C:7]([CH3:14])([CH3:13])[CH2:8][C:9]([CH3:12])([CH3:11])[CH3:10])[CH:5]=[CH:4][N:3]1[C:15]([CH3:22])([CH3:21])[CH2:16][C:17]([CH3:20])([CH3:19])[CH3:18])=[C:24]=[O:23]. The catalyst class is: 7. (5) Reactant: [Cl:1][C:2]1[CH:7]=[CH:6][C:5](/[C:8](=[CH:11]/[C:12]2[N:13](C)[CH:14]=[CH:15][CH:16]=2)/[C:9]#[N:10])=[CH:4][CH:3]=1.C(N(CC)CC)C.[C:30](O[C:30](=[O:33])[CH2:31][CH3:32])(=[O:33])[CH2:31][CH3:32].CCOCC. Product: [Cl:1][C:2]1[CH:7]=[CH:6][C:5](/[C:8](=[CH:11]/[C:12]2[N:13]([C:30](=[O:33])[CH2:31][CH3:32])[CH:14]=[CH:15][CH:16]=2)/[C:9]#[N:10])=[CH:4][CH:3]=1. The catalyst class is: 119. (6) Reactant: [C:1]([Li])(C)(C)C.CCCCC.Br[C:12]1[C:20]2[C:15](=[CH:16][C:17]([O:21][Si:22]([C:25]([CH3:28])([CH3:27])[CH3:26])([CH3:24])[CH3:23])=[CH:18][CH:19]=2)[N:14]([Si:29]([C:32]([CH3:35])([CH3:34])[CH3:33])([CH3:31])[CH3:30])[CH:13]=1.CI. Product: [C:32]([Si:29]([CH3:31])([CH3:30])[N:14]1[C:15]2[C:20](=[CH:19][CH:18]=[C:17]([O:21][Si:22]([C:25]([CH3:28])([CH3:27])[CH3:26])([CH3:24])[CH3:23])[CH:16]=2)[C:12]([CH3:1])=[CH:13]1)([CH3:35])([CH3:34])[CH3:33]. The catalyst class is: 1. (7) Reactant: [Cl:1][C:2]1[N:7]=[C:6]([C:8](N(OC)C)=[O:9])[CH:5]=[CH:4][N:3]=1.[CH:14]1([Mg]Br)[CH2:16][CH2:15]1. Product: [Cl:1][C:2]1[N:7]=[C:6]([C:8]([CH:14]2[CH2:16][CH2:15]2)=[O:9])[CH:5]=[CH:4][N:3]=1. The catalyst class is: 49.